From a dataset of Reaction yield outcomes from USPTO patents with 853,638 reactions. Predict the reaction yield, written as a fraction of the theoretical maximum amount of product (1.0 means a 100% yield; for example, 0.34 means a 34% yield). The reactants are Br[C:2]1[CH:3]=[C:4]([C:9]2([C:20]3[CH:25]=[CH:24][N:23]=[C:22]([C:26]([F:29])([F:28])[F:27])[CH:21]=3)[C:17]3[C:12](=[C:13]([F:18])[CH:14]=[CH:15][CH:16]=3)[C:11]([NH2:19])=[N:10]2)[CH:5]=[CH:6][C:7]=1[F:8].[N:30]1[CH:35]=[C:34](B(O)O)[CH:33]=[N:32][CH:31]=1.C(=O)([O-])[O-].[K+].[K+]. The catalyst is CN(C=O)C.C1C=CC(P(C2C=CC=CC=2)[C-]2C=CC=C2)=CC=1.C1C=CC(P(C2C=CC=CC=2)[C-]2C=CC=C2)=CC=1.Cl[Pd]Cl.[Fe+2]. The product is [F:18][C:13]1[CH:14]=[CH:15][CH:16]=[C:17]2[C:12]=1[C:11]([NH2:19])=[N:10][C:9]2([C:4]1[CH:5]=[CH:6][C:7]([F:8])=[C:2]([C:34]2[CH:35]=[N:30][CH:31]=[N:32][CH:33]=2)[CH:3]=1)[C:20]1[CH:25]=[CH:24][N:23]=[C:22]([C:26]([F:29])([F:27])[F:28])[CH:21]=1. The yield is 0.510.